From a dataset of Forward reaction prediction with 1.9M reactions from USPTO patents (1976-2016). Predict the product of the given reaction. Given the reactants [CH2:1]([OH:19])[CH2:2][CH2:3][CH2:4][CH2:5][CH2:6][CH2:7][CH2:8]/[CH:9]=[CH:10]\[CH2:11][CH2:12][CH2:13][CH2:14][CH2:15][CH2:16][CH2:17][CH3:18].[C:20](Cl)(=[O:24])[C:21]([CH3:23])=[CH2:22].C(N(CC)CC)C, predict the reaction product. The product is: [C:20]([O:19][CH2:1][CH2:2][CH2:3][CH2:4][CH2:5][CH2:6][CH2:7][CH2:8]/[CH:9]=[CH:10]\[CH2:11][CH2:12][CH2:13][CH2:14][CH2:15][CH2:16][CH2:17][CH3:18])(=[O:24])[C:21]([CH3:23])=[CH2:22].